Dataset: Forward reaction prediction with 1.9M reactions from USPTO patents (1976-2016). Task: Predict the product of the given reaction. (1) Given the reactants [CH3:1][O:2][C:3]1[CH:32]=[C:31]([O:33][CH3:34])[CH:30]=[CH:29][C:4]=1[CH2:5][N:6]1[C:10]([C:11]2[C:19]3[C:14](=[N:15][CH:16]=[CH:17][CH:18]=3)[N:13]([CH2:20][C:21]3[CH:26]=[CH:25][CH:24]=[CH:23][C:22]=3[F:27])[N:12]=2)=[N:9][NH:8][C:7]1=[O:28].C(=O)([O-])[O-].[Cs+].[Cs+].ClC(S(O[CH2:49][C:50]([F:53])([F:52])[F:51])(=O)=O)(Cl)Cl, predict the reaction product. The product is: [CH3:1][O:2][C:3]1[CH:32]=[C:31]([O:33][CH3:34])[CH:30]=[CH:29][C:4]=1[CH2:5][N:6]1[C:10]([C:11]2[C:19]3[C:14](=[N:15][CH:16]=[CH:17][CH:18]=3)[N:13]([CH2:20][C:21]3[CH:26]=[CH:25][CH:24]=[CH:23][C:22]=3[F:27])[N:12]=2)=[N:9][N:8]([CH2:49][C:50]([F:53])([F:52])[F:51])[C:7]1=[O:28]. (2) Given the reactants [CH3:1][C@@H:2]1[C:7](=[CH2:8])[C@H:6]([OH:9])[CH2:5][C@H:4]([C:10]2[CH:15]=[CH:14][N:13]=[CH:12][C:11]=2[N+:16]([O-:18])=[O:17])[O:3]1.C[N+]1([O-])CC[O:23]CC1.CC(C)=O.[OH2:31], predict the reaction product. The product is: [OH:31][CH2:8][C@:7]1([OH:23])[C@H:6]([OH:9])[CH2:5][C@H:4]([C:10]2[CH:15]=[CH:14][N:13]=[CH:12][C:11]=2[N+:16]([O-:18])=[O:17])[O:3][C@@H:2]1[CH3:1]. (3) Given the reactants [F:1][C:2]([F:11])([F:10])[C:3]1[CH:8]=[CH:7][C:6]([NH2:9])=[CH:5][CH:4]=1.[Br:12][C:13]1[CH:14]=[C:15]([CH:18]=[CH:19][CH:20]=1)[CH:16]=O.[CH2:21]=[C:22]([CH3:24])[CH3:23].FC(F)(F)S([O-])(=O)=O.[Yb+3].FC(F)(F)S([O-])(=O)=O.FC(F)(F)S([O-])(=O)=O, predict the reaction product. The product is: [Br:12][C:13]1[CH:14]=[C:15]([CH:16]2[CH2:21][C:22]([CH3:24])([CH3:23])[C:5]3[C:6](=[CH:7][CH:8]=[C:3]([C:2]([F:10])([F:11])[F:1])[CH:4]=3)[NH:9]2)[CH:18]=[CH:19][CH:20]=1. (4) Given the reactants [CH:1]([C:4]1[CH:8]=[CH:7][NH:6][N:5]=1)([CH3:3])[CH3:2].[OH-].[Na+].[Br:11]Br, predict the reaction product. The product is: [Br:11][C:8]1[C:4]([CH:1]([CH3:3])[CH3:2])=[N:5][NH:6][CH:7]=1.